This data is from Full USPTO retrosynthesis dataset with 1.9M reactions from patents (1976-2016). The task is: Predict the reactants needed to synthesize the given product. (1) Given the product [NH2:1][C:2]1[N:3]=[C:4]([N:37]2[CH2:42][CH2:41][N:40]([C:50](=[O:51])[CH2:49][O:48][C:47]3[CH:53]=[CH:54][C:44]([Cl:43])=[CH:45][CH:46]=3)[CH2:39][CH2:38]2)[C:5]2[N:10]=[C:9]([CH:11]([C:12]3[CH:17]=[CH:16][C:15]([F:18])=[CH:14][CH:13]=3)[CH2:23][CH3:24])[S:8][C:6]=2[N:7]=1, predict the reactants needed to synthesize it. The reactants are: [NH2:1][C:2]1[N:3]=[C:4](SC)[C:5]2[N:10]=[C:9]([CH2:11][C:12]3[CH:17]=[CH:16][C:15]([F:18])=[CH:14][CH:13]=3)[S:8][C:6]=2[N:7]=1.[OH-].[Na+].[CH2:23](I)[CH3:24].ClC1C=C(C=CC=1)C(OO)=O.[NH:37]1[CH2:42][CH2:41][NH:40][CH2:39][CH2:38]1.[Cl:43][C:44]1[CH:54]=[CH:53][C:47]([O:48][CH2:49][C:50](Cl)=[O:51])=[CH:46][CH:45]=1.C(N(C(C)C)CC)(C)C. (2) Given the product [Br:1][C:2]1[N:3]=[C:4]2[C:10]([C:19]([C:12]3([CH3:11])[CH2:17][CH2:16][CH2:15][CH:14]([CH3:18])[CH2:13]3)=[O:20])=[CH:9][NH:8][C:5]2=[N:6][CH:7]=1, predict the reactants needed to synthesize it. The reactants are: [Br:1][C:2]1[N:3]=[C:4]2[CH:10]=[CH:9][NH:8][C:5]2=[N:6][CH:7]=1.[CH3:11][C:12]1([C:19](Cl)=[O:20])[CH2:17][CH2:16][CH2:15][CH:14]([CH3:18])[CH2:13]1. (3) Given the product [C:20]12([CH2:21][O:22][C:3]3[CH:4]=[CH:5][C:6]([C:7]([NH:9][S:10]([CH3:13])(=[O:12])=[O:11])=[O:8])=[CH:14][C:2]=3[Cl:1])[CH2:28][CH:29]3[CH2:5][CH:6]([CH2:14][CH:18]([CH2:30]3)[CH2:19]1)[CH2:7]2, predict the reactants needed to synthesize it. The reactants are: [Cl:1][C:2]1[C:3](F)=[CH:4][C:5](F)=[C:6]([CH:14]=1)[C:7]([NH:9][S:10]([CH3:13])(=[O:12])=[O:11])=[O:8].Cl[C:18]1[CH:19]=[C:20]([CH:28]=[CH:29][C:30]=1F)[C:21](NS(C)(=O)=O)=[O:22].